This data is from TCR-epitope binding with 47,182 pairs between 192 epitopes and 23,139 TCRs. The task is: Binary Classification. Given a T-cell receptor sequence (or CDR3 region) and an epitope sequence, predict whether binding occurs between them. (1) The epitope is LVLSVNPYV. The TCR CDR3 sequence is CASSFGSGTSTDTQYF. Result: 1 (the TCR binds to the epitope). (2) The epitope is YLDAYNMMI. The TCR CDR3 sequence is CASSLRGGEQYF. Result: 1 (the TCR binds to the epitope). (3) The epitope is LEPLVDLPI. The TCR CDR3 sequence is CASSQDPVAGAQETQYF. Result: 1 (the TCR binds to the epitope). (4) The epitope is VLWAHGFEL. The TCR CDR3 sequence is CASSQGLGPGELFF. Result: 1 (the TCR binds to the epitope). (5) Result: 0 (the TCR does not bind to the epitope). The epitope is TPRVTGGGAM. The TCR CDR3 sequence is CASSTWTERTDTQYF. (6) The epitope is RPHERNGFTVL. The TCR CDR3 sequence is CSASDNELPGSSYNEQFF. Result: 0 (the TCR does not bind to the epitope). (7) The epitope is LLALHRSYL. The TCR CDR3 sequence is CASSETGYEQYF. Result: 0 (the TCR does not bind to the epitope).